From a dataset of Catalyst prediction with 721,799 reactions and 888 catalyst types from USPTO. Predict which catalyst facilitates the given reaction. Reactant: [CH3:1][S:2]([NH:5][CH2:6][C:7]1[C:15]2[S:14](=[O:17])(=[O:16])[N:13]=[C:12]([CH2:18][C:19]([OH:21])=O)[NH:11][C:10]=2[S:9][CH:8]=1)(=[O:4])=[O:3].F[P-](F)(F)(F)(F)F.N1([O:38][C:39](N(C)C)=[N+](C)C)C2N=CC=CC=2N=N1.CN1CCOCC1.C(OC(=O)[C:57]([CH2:64][NH:65][CH:66]1[CH2:68][CH2:67]1)([CH3:63])[CH2:58][CH2:59][CH:60]([CH3:62])[CH3:61])C.[O-]CC.[Na+].C(O)C. Product: [CH:66]1([N:65]2[CH2:64][C:57]([CH3:63])([CH2:58][CH2:59][CH:60]([CH3:61])[CH3:62])[C:19]([OH:21])=[C:18]([C:12]3[NH:11][C:10]4[S:9][CH:8]=[C:7]([CH2:6][NH:5][S:2]([CH3:1])(=[O:3])=[O:4])[C:15]=4[S:14](=[O:16])(=[O:17])[N:13]=3)[C:39]2=[O:38])[CH2:67][CH2:68]1. The catalyst class is: 9.